This data is from Reaction yield outcomes from USPTO patents with 853,638 reactions. The task is: Predict the reaction yield, written as a fraction of the theoretical maximum amount of product (1.0 means a 100% yield; for example, 0.34 means a 34% yield). (1) The reactants are [Cl:1][C:2]1[CH:7]=[CH:6][C:5]([C@H:8]2[CH2:13][C@@H:12]([C:14]3[O:18][NH:17][C:16](=[O:19])[CH:15]=3)[CH2:11][CH2:10][N:9]2C(OC)=O)=[CH:4][CH:3]=1.Br. No catalyst specified. The product is [Cl:1][C:2]1[CH:7]=[CH:6][C:5]([C@H:8]2[CH2:13][C@@H:12]([C:14]3[O:18][NH:17][C:16](=[O:19])[CH:15]=3)[CH2:11][CH2:10][NH:9]2)=[CH:4][CH:3]=1. The yield is 0.630. (2) The reactants are Br[C:2]1[C:10]2[C:5](=[CH:6][CH:7]=[C:8]([C:11]3[N:15]=[CH:14][N:13](C(C4C=CC=CC=4)(C4C=CC=CC=4)C4C=CC=CC=4)[N:12]=3)[CH:9]=2)[N:4](C2CCCCO2)[N:3]=1.[CH3:41][C:42]1[CH:47]=[CH:46][C:45](B(O)O)=[CH:44][CH:43]=1.ClCCl.P([O-])([O-])([O-])=O.[K+].[K+].[K+]. The catalyst is COCCOC.C1(P(C2C=CC=CC=2)[C-]2C=CC=C2)C=CC=CC=1.[C-]1(P(C2C=CC=CC=2)C2C=CC=CC=2)C=CC=C1.[Fe+2]. The product is [CH3:41][C:42]1[CH:47]=[CH:46][C:45]([C:2]2[C:10]3[C:5](=[CH:6][CH:7]=[C:8]([C:11]4[N:15]=[CH:14][NH:13][N:12]=4)[CH:9]=3)[NH:4][N:3]=2)=[CH:44][CH:43]=1. The yield is 0.850. (3) The reactants are [NH:1]1[C:5]([C:6]2[CH:12]=[CH:11][C:9]([NH2:10])=[CH:8][C:7]=2[O:13][CH3:14])=[CH:4][N:3]=[CH:2]1.C(OC([NH:22][C@H:23]([CH2:27][CH:28]([CH3:30])[CH3:29])[C:24](O)=[O:25])=O)(C)(C)C. No catalyst specified. The product is [NH:1]1[C:5]([C:6]2[CH:12]=[CH:11][C:9]([NH:10][C:24](=[O:25])[C@H:23]([NH2:22])[CH2:27][CH:28]([CH3:30])[CH3:29])=[CH:8][C:7]=2[O:13][CH3:14])=[CH:4][N:3]=[CH:2]1. The yield is 0.530. (4) The reactants are [OH:1][C:2]1[CH:3]=[C:4]([C:11]([OH:13])=O)[C:5](=[CH:9][CH:10]=1)[C:6](O)=[O:7].C(=O)([O-])[O-].[NH4+:18].[NH4+]. The catalyst is C(O)(=O)C. The product is [OH:1][C:2]1[CH:3]=[C:4]2[C:5](=[CH:9][CH:10]=1)[C:6](=[O:7])[NH:18][C:11]2=[O:13]. The yield is 0.710. (5) The reactants are [C:1]([O:5][C:6]([N:8]1[CH2:12][CH2:11][CH2:10][CH:9]1[C:13]1[NH:17][C:16]2[C:18]3[C:23]([CH2:24][CH2:25][C:15]=2[N:14]=1)=[CH:22][C:21](Br)=[CH:20][CH:19]=3)=[O:7])([CH3:4])([CH3:3])[CH3:2].[CH3:27][C:28]1([CH3:44])[C:32]([CH3:34])([CH3:33])[O:31][B:30]([B:30]2[O:31][C:32]([CH3:34])([CH3:33])[C:28]([CH3:44])([CH3:27])[O:29]2)[O:29]1. The catalyst is O1CCOCC1.[Pd+2].[Cl-].[Cl-].C1(P(C2C=CC=CC=2)[C-]2C=CC=C2)C=CC=CC=1.[C-]1(P(C2C=CC=CC=2)C2C=CC=CC=2)C=CC=C1.[Fe+2]. The product is [C:1]([O:5][C:6]([N:8]1[CH2:12][CH2:11][CH2:10][CH:9]1[C:13]1[NH:17][C:16]2[C:18]3[C:23]([CH2:24][CH2:25][C:15]=2[N:14]=1)=[CH:22][C:21]([B:30]1[O:31][C:32]([CH3:34])([CH3:33])[C:28]([CH3:44])([CH3:27])[O:29]1)=[CH:20][CH:19]=3)=[O:7])([CH3:4])([CH3:3])[CH3:2]. The yield is 0.820. (6) The catalyst is CO.[Pd]. The reactants are [NH2:1][C:2]1[N:7]=[CH:6][C:5]([C:8]2[CH:13]=[CH:12][C:11]([C:14]([N:16]3[CH2:20][CH2:19][CH2:18][C@@H:17]3[CH2:21][N:22]3[CH2:26][CH2:25][CH2:24][CH2:23]3)=[O:15])=[CH:10][CH:9]=2)=[CH:4][C:3]=1[O:27]CC1C=CC=CC=1. The product is [NH2:1][C:2]1[N:7]=[CH:6][C:5]([C:8]2[CH:9]=[CH:10][C:11]([C:14]([N:16]3[CH2:20][CH2:19][CH2:18][C@@H:17]3[CH2:21][N:22]3[CH2:26][CH2:25][CH2:24][CH2:23]3)=[O:15])=[CH:12][CH:13]=2)=[CH:4][C:3]=1[OH:27]. The yield is 0.950.